Dataset: Reaction yield outcomes from USPTO patents with 853,638 reactions. Task: Predict the reaction yield, written as a fraction of the theoretical maximum amount of product (1.0 means a 100% yield; for example, 0.34 means a 34% yield). (1) The reactants are C[O:2][C:3](=[O:21])[C:4]1[CH:9]=[C:8]([C:10](=[O:12])[CH3:11])[CH:7]=[CH:6][C:5]=1[O:13][CH2:14][C:15]1[CH:20]=[CH:19][CH:18]=[CH:17][CH:16]=1.[OH-].[Na+]. The catalyst is CO.O1CCCC1. The product is [C:10]([C:8]1[CH:7]=[CH:6][C:5]([O:13][CH2:14][C:15]2[CH:20]=[CH:19][CH:18]=[CH:17][CH:16]=2)=[C:4]([CH:9]=1)[C:3]([OH:21])=[O:2])(=[O:12])[CH3:11]. The yield is 0.910. (2) The reactants are Cl[C:2]1[C:7]([C:8]#[N:9])=[C:6]([C:10]2[CH:15]=[CH:14][C:13]([O:16][CH2:17][CH2:18][OH:19])=[CH:12][CH:11]=2)[C:5]([C:20]#[N:21])=[C:4]([S:22][CH2:23][C:24]2[N:25]=[C:26]([C:29]3[CH:34]=[CH:33][C:32]([Cl:35])=[CH:31][CH:30]=3)[S:27][CH:28]=2)[N:3]=1.[F:36][C:37]([F:41])([F:40])[CH2:38][NH2:39]. The catalyst is O1CCCC1. The product is [Cl:35][C:32]1[CH:33]=[CH:34][C:29]([C:26]2[S:27][CH:28]=[C:24]([CH2:23][S:22][C:4]3[C:5]([C:20]#[N:21])=[C:6]([C:10]4[CH:11]=[CH:12][C:13]([O:16][CH2:17][CH2:18][OH:19])=[CH:14][CH:15]=4)[C:7]([C:8]#[N:9])=[C:2]([NH:39][CH2:38][C:37]([F:41])([F:40])[F:36])[N:3]=3)[N:25]=2)=[CH:30][CH:31]=1. The yield is 0.230.